Dataset: Retrosynthesis with 50K atom-mapped reactions and 10 reaction types from USPTO. Task: Predict the reactants needed to synthesize the given product. (1) Given the product C[C@H]1CN(c2nnc(Cl)c3ccccc23)[C@@H](C)CN1, predict the reactants needed to synthesize it. The reactants are: C[C@H]1CN[C@@H](C)CN1.Clc1nnc(Cl)c2ccccc12. (2) Given the product CCON=Cc1cc(-n2c(=O)cc(C(F)(F)F)n(C)c2=O)c(Cl)cc1Cl, predict the reactants needed to synthesize it. The reactants are: CCON=Cc1cc(-n2c(=O)cc(C(F)(F)F)[nH]c2=O)c(Cl)cc1Cl.CI.